Dataset: Full USPTO retrosynthesis dataset with 1.9M reactions from patents (1976-2016). Task: Predict the reactants needed to synthesize the given product. (1) The reactants are: C1(C)C=CC=CC=1.[CH:8]1[C:21]2[CH:20]=[C:19]([CH2:22][CH2:23]Cl)[C:18]3[C:13](=[CH:14][CH:15]=[CH:16][CH:17]=3)[C:12]=2[CH:11]=[CH:10][CH:9]=1.[C:25]1(=[O:35])[NH:29][C:28](=[O:30])[C:27]2=[CH:31][CH:32]=[CH:33][CH:34]=[C:26]12.[K]. Given the product [CH:8]1[C:21]2[CH:20]=[C:19]([CH2:22][CH2:23][C:34]3[CH:33]=[CH:32][CH:31]=[C:27]4[C:28]([NH:29][C:25](=[O:35])[C:26]=34)=[O:30])[C:18]3[C:13](=[CH:14][CH:15]=[CH:16][CH:17]=3)[C:12]=2[CH:11]=[CH:10][CH:9]=1, predict the reactants needed to synthesize it. (2) Given the product [CH3:32][C:33]1[C:38]([C:2]2[C:10]3[O:9][CH2:8][C@@H:7]([N:11]([C:26](=[O:31])[C:27]([F:28])([F:30])[F:29])[C:12]4[CH:25]=[CH:24][C:15]5[C@H:16]([CH2:19][C:20]([O:22][CH3:23])=[O:21])[CH2:17][O:18][C:14]=5[CH:13]=4)[C:6]=3[CH:5]=[CH:4][CH:3]=2)=[C:37]([CH3:42])[N:36]=[C:35]([N:43]2[CH2:44][CH2:45][O:46][CH2:47][CH2:48]2)[N:34]=1, predict the reactants needed to synthesize it. The reactants are: Br[C:2]1[C:10]2[O:9][CH2:8][C@@H:7]([N:11]([C:26](=[O:31])[C:27]([F:30])([F:29])[F:28])[C:12]3[CH:25]=[CH:24][C:15]4[C@H:16]([CH2:19][C:20]([O:22][CH3:23])=[O:21])[CH2:17][O:18][C:14]=4[CH:13]=3)[C:6]=2[CH:5]=[CH:4][CH:3]=1.[CH3:32][C:33]1[C:38](B(O)O)=[C:37]([CH3:42])[N:36]=[C:35]([N:43]2[CH2:48][CH2:47][O:46][CH2:45][CH2:44]2)[N:34]=1.C(=O)([O-])[O-].[Na+].[Na+].C1(P(C2CCCCC2)C2C=CC=CC=2C2C(OC)=CC=CC=2OC)CCCCC1. (3) Given the product [CH:34]([C:36]1[CH:37]=[CH:38][C:39](/[CH:42]=[CH:43]/[C:44]#[C:45][C:46]2[CH:47]=[CH:48][C:49]([C:50](=[O:52])[N:60]([CH:59]([C:58]([NH:57][CH3:56])=[O:66])[C:62]([O:63][CH3:64])=[O:65])[CH3:61])=[CH:53][CH:54]=2)=[CH:40][CH:41]=1)=[O:35], predict the reactants needed to synthesize it. The reactants are: CN(C(ON1N=NC2C=CC=NC1=2)=[N+](C)C)C.F[P-](F)(F)(F)(F)F.CCN(C(C)C)C(C)C.[CH:34]([C:36]1[CH:41]=[CH:40][C:39](/[CH:42]=[CH:43]/[C:44]#[C:45][C:46]2[CH:54]=[CH:53][C:49]([C:50]([OH:52])=O)=[CH:48][CH:47]=2)=[CH:38][CH:37]=1)=[O:35].Cl.[CH3:56][NH:57][C:58](=[O:66])[C@H:59]([C:62](=[O:65])[O:63][CH3:64])[NH:60][CH3:61]. (4) Given the product [Cl:24][C:25]1[CH:26]=[C:27]([CH2:32][C@H:33]([CH3:37])[C:34]([NH:1][CH:2]2[C:8](=[O:9])[N:7]([CH3:10])[C:6]3[CH:11]=[CH:12][CH:13]=[CH:14][C:5]=3[C:4]([N:15]3[CH:20]([CH3:21])[CH2:19][CH:18]([CH3:22])[CH2:17][CH:16]3[CH3:23])=[N:3]2)=[O:35])[CH:28]=[CH:29][C:30]=1[Cl:31], predict the reactants needed to synthesize it. The reactants are: [NH2:1][CH:2]1[C:8](=[O:9])[N:7]([CH3:10])[C:6]2[CH:11]=[CH:12][CH:13]=[CH:14][C:5]=2[C:4]([N:15]2[CH:20]([CH3:21])[CH2:19][CH:18]([CH3:22])[CH2:17][CH:16]2[CH3:23])=[N:3]1.[Cl:24][C:25]1[CH:26]=[C:27]([CH2:32][CH:33]([CH3:37])[C:34](O)=[O:35])[CH:28]=[CH:29][C:30]=1[Cl:31]. (5) Given the product [CH2:38]([S:35]([N:32]1[CH2:31][CH2:30][CH:29]([C:20]2[C:19]3[C:23](=[C:24]([C:26]([NH2:28])=[O:27])[CH:25]=[C:17]([C:11]4[S:12][C:8]([CH2:7][NH:6][CH2:1][CH2:2][CH2:3][CH2:4][CH3:5])=[CH:9][CH:10]=4)[CH:18]=3)[NH:22][CH:21]=2)[CH2:34][CH2:33]1)(=[O:37])=[O:36])[CH3:39], predict the reactants needed to synthesize it. The reactants are: [CH2:1]([NH:6][CH2:7][C:8]1[S:12][C:11](B(O)O)=[CH:10][CH:9]=1)[CH2:2][CH2:3][CH2:4][CH3:5].Br[C:17]1[CH:18]=[C:19]2[C:23](=[C:24]([C:26]([NH2:28])=[O:27])[CH:25]=1)[NH:22][CH:21]=[C:20]2[CH:29]1[CH2:34][CH2:33][N:32]([S:35]([CH2:38][CH3:39])(=[O:37])=[O:36])[CH2:31][CH2:30]1.C([O-])([O-])=O.[K+].[K+].